Dataset: Catalyst prediction with 721,799 reactions and 888 catalyst types from USPTO. Task: Predict which catalyst facilitates the given reaction. (1) Reactant: [CH:1]([NH:4][C:5]1[C:10]([NH2:11])=[CH:9][N:8]=[C:7]([NH:12][C:13]2[CH:18]=[CH:17][N:16]=[C:15]([N:19]3[CH2:24][CH2:23][CH:22]([O:25][CH3:26])[CH2:21][CH2:20]3)[N:14]=2)[CH:6]=1)([CH3:3])[CH3:2].[C:27](OC)(OC)(OC)[CH2:28][CH3:29]. Product: [CH2:28]([C:29]1[N:4]([CH:1]([CH3:3])[CH3:2])[C:5]2[CH:6]=[C:7]([NH:12][C:13]3[CH:18]=[CH:17][N:16]=[C:15]([N:19]4[CH2:24][CH2:23][CH:22]([O:25][CH3:26])[CH2:21][CH2:20]4)[N:14]=3)[N:8]=[CH:9][C:10]=2[N:11]=1)[CH3:27]. The catalyst class is: 106. (2) Reactant: [CH:1]1([C:4]([C:6]2[CH:11]=[CH:10][C:9]([CH2:12][C:13]([OH:15])=[O:14])=[CH:8][CH:7]=2)=[O:5])[CH2:3][CH2:2]1.[CH2:16](O)[CH3:17]. Product: [CH2:16]([O:14][C:13](=[O:15])[CH2:12][C:9]1[CH:10]=[CH:11][C:6]([C:4]([CH:1]2[CH2:2][CH2:3]2)=[O:5])=[CH:7][CH:8]=1)[CH3:17]. The catalyst class is: 65. (3) Reactant: [CH2:1]([NH:3][C:4]([NH:6][C:7]1[N:12]=[CH:11][C:10]([C:13]2[C:14]([O:23][CH2:24][CH2:25][N:26]3[CH2:31][CH2:30][N:29]([CH3:32])[CH2:28][CH2:27]3)=[N:15][CH:16]=[C:17]([C:19]([NH:21][NH2:22])=[O:20])[CH:18]=2)=[C:9]([C:33]2[S:34][CH:35]=[C:36]([C:38]([F:41])([F:40])[F:39])[N:37]=2)[CH:8]=1)=[O:5])[CH3:2].C(N(C(C)C)CC)(C)C.[C:51](N1C=CN=C1)(N1C=CN=C1)=[O:52]. Product: [CH2:1]([NH:3][C:4]([NH:6][C:7]1[N:12]=[CH:11][C:10]([C:13]2[C:14]([O:23][CH2:24][CH2:25][N:26]3[CH2:27][CH2:28][N:29]([CH3:32])[CH2:30][CH2:31]3)=[N:15][CH:16]=[C:17]([C:19]3[O:20][C:51](=[O:52])[NH:22][N:21]=3)[CH:18]=2)=[C:9]([C:33]2[S:34][CH:35]=[C:36]([C:38]([F:39])([F:40])[F:41])[N:37]=2)[CH:8]=1)=[O:5])[CH3:2]. The catalyst class is: 1. (4) Reactant: [NH2:1][C:2]1[CH:3]=[CH:4][N:5]([CH3:27])[C:6]2[C:7]=1[CH:8]=[N:9][C:10]1[N:19]([C:20]3[CH:25]=[CH:24][C:23]([F:26])=[CH:22][CH:21]=3)[CH2:18][CH:17]=[C:12]3[NH:13][C:14](=[O:16])[C:15]=2[C:11]=13.C(N(CC)C(C)C)(C)C.CN(C(ON1N=NC2C=CC=NC1=2)=[N+](C)C)C.F[P-](F)(F)(F)(F)F.[CH3:61][N:62]1[CH:66]=[C:65]([CH2:67][C:68](O)=[O:69])[CH:64]=[N:63]1. Product: [F:26][C:23]1[CH:24]=[CH:25][C:20]([N:19]2[C:10]3=[C:11]4[C:15](=[C:6]5[N:5]([CH3:27])[CH:4]=[CH:3][C:2]([NH:1][C:68](=[O:69])[CH2:67][C:65]6[CH:64]=[N:63][N:62]([CH3:61])[CH:66]=6)=[C:7]5[CH:8]=[N:9]3)[C:14](=[O:16])[NH:13][C:12]4=[CH:17][CH2:18]2)=[CH:21][CH:22]=1. The catalyst class is: 80.